This data is from Full USPTO retrosynthesis dataset with 1.9M reactions from patents (1976-2016). The task is: Predict the reactants needed to synthesize the given product. (1) The reactants are: [Cl:1][C:2]1[N:7]=[CH:6][C:5]([C:8]2([C:13]([O:15]CC)=[O:14])[CH2:12][CH2:11][CH2:10][CH2:9]2)=[CH:4][CH:3]=1.[OH-].[Na+]. Given the product [Cl:1][C:2]1[N:7]=[CH:6][C:5]([C:8]2([C:13]([OH:15])=[O:14])[CH2:12][CH2:11][CH2:10][CH2:9]2)=[CH:4][CH:3]=1, predict the reactants needed to synthesize it. (2) Given the product [NH2:5][C:6]1[N:14]=[C:13]([O:15][CH2:16][CH2:17][O:18][CH3:19])[N:12]=[C:11]2[C:7]=1[N:8]=[C:9]([O:2][CH3:1])[N:10]2[CH2:20][C:21]1[CH:28]=[CH:27][C:24]([C:25]#[N:26])=[CH:23][CH:22]=1, predict the reactants needed to synthesize it. The reactants are: [CH3:1][O-:2].[Na+].[Na].[NH2:5][C:6]1[N:14]=[C:13]([O:15][CH2:16][CH2:17][O:18][CH3:19])[N:12]=[C:11]2[C:7]=1[N:8]=[C:9](Br)[N:10]2[CH2:20][C:21]1[CH:28]=[CH:27][C:24]([C:25]#[N:26])=[CH:23][CH:22]=1. (3) Given the product [CH:1]([O:5][C:6]([N:8]1[CH2:9][CH2:10][CH:11]([N:14]2[C:18]3=[N:19][CH:20]=[N:21][C:22]([NH:23][C:24]4[CH:29]=[C:28]([F:30])[C:27]([F:31])=[CH:26][C:25]=4[F:32])=[C:17]3[CH:16]=[N:15]2)[CH2:12][CH2:13]1)=[O:7])([CH3:3])[CH3:2], predict the reactants needed to synthesize it. The reactants are: [C:1]([O:5][C:6]([N:8]1[CH2:13][CH2:12][CH:11]([N:14]2[C:18]3=[N:19][CH:20]=[N:21][C:22]([NH:23][C:24]4[CH:29]=[C:28]([F:30])[C:27]([F:31])=[CH:26][C:25]=4[F:32])=[C:17]3[CH:16]=[N:15]2)[CH2:10][CH2:9]1)=[O:7])(C)([CH3:3])[CH3:2].FC(F)(F)C(O)=O.ClC(OC(C)C)=O. (4) Given the product [CH2:1]([C:4]1[C:9]([O:10][CH3:11])=[CH:8][CH:7]=[CH:6][C:5]=1[CH:12]=[O:13])[CH:2]=[CH2:3], predict the reactants needed to synthesize it. The reactants are: [CH2:1]([C:4]1[C:9]([O:10][CH3:11])=[CH:8][CH:7]=[CH:6][C:5]=1[CH2:12][OH:13])[CH:2]=[CH2:3]. (5) Given the product [C:4]([Si:1]([O:23][C:18]([C:24]1[CH:25]=[CH:26][C:27]([I:30])=[CH:28][CH:29]=1)([C:17]([F:16])([F:31])[F:32])[C:19]([F:22])([F:21])[F:20])([CH3:3])[CH3:2])([CH3:7])([CH3:6])[CH3:5], predict the reactants needed to synthesize it. The reactants are: [Si:1](Cl)([C:4]([CH3:7])([CH3:6])[CH3:5])([CH3:3])[CH3:2].C(N(CC)CC)C.[F:16][C:17]([F:32])([F:31])[C:18]([C:24]1[CH:29]=[CH:28][C:27]([I:30])=[CH:26][CH:25]=1)([OH:23])[C:19]([F:22])([F:21])[F:20]. (6) Given the product [Cl:14][C:13]1[C:3]2[CH2:2][N:26]([CH2:25][C:22]3[CH:23]=[N:24][C:19]([O:18][CH2:17][C:16]([F:29])([F:15])[CH3:28])=[C:20]([CH3:27])[CH:21]=3)[C:5](=[O:7])[C:4]=2[CH:10]=[CH:11][N:12]=1, predict the reactants needed to synthesize it. The reactants are: Br[CH2:2][C:3]1[C:13]([Cl:14])=[N:12][CH:11]=[CH:10][C:4]=1[C:5]([O:7]CC)=O.[F:15][C:16]([F:29])([CH3:28])[CH2:17][O:18][C:19]1[N:24]=[CH:23][C:22]([CH2:25][NH2:26])=[CH:21][C:20]=1[CH3:27].